From a dataset of Reaction yield outcomes from USPTO patents with 853,638 reactions. Predict the reaction yield, written as a fraction of the theoretical maximum amount of product (1.0 means a 100% yield; for example, 0.34 means a 34% yield). (1) The reactants are CI.[C:3]([O-:6])([O-])=O.[K+].[K+].[Br:9][C:10]1[CH:15]=[C:14]([Cl:16])[C:13](O)=[C:12]([Cl:18])[CH:11]=1.C(OCC)(=O)C. The catalyst is CN(C=O)C. The product is [Br:9][C:10]1[CH:15]=[C:14]([Cl:16])[C:13]([O:6][CH3:3])=[C:12]([Cl:18])[CH:11]=1. The yield is 0.740. (2) The reactants are Cl.Cl.[NH2:3][CH2:4][C@@H:5]([NH2:7])[CH3:6].[C:8](O[C:8]([O:10][C:11]([CH3:14])([CH3:13])[CH3:12])=[O:9])([O:10][C:11]([CH3:14])([CH3:13])[CH3:12])=[O:9].[OH-].[Na+]. The catalyst is CO.O. The product is [NH2:7][C@@H:5]([CH3:6])[CH2:4][NH:3][C:8](=[O:9])[O:10][C:11]([CH3:14])([CH3:13])[CH3:12]. The yield is 0.420. (3) The reactants are [N:1]1[CH:6]=[CH:5][CH:4]=[CH:3][C:2]=1[C:7]1[N:11]=[C:10]([C:12]2[CH:17]=[C:16]([OH:18])[CH:15]=[C:14]([C:19]#[N:20])[CH:13]=2)[O:9][N:8]=1.C(=O)([O-])[O-].[K+].[K+].I[CH2:28][CH3:29]. The catalyst is CN(C)C=O.ClCCl. The product is [N:1]1[CH:6]=[CH:5][CH:4]=[CH:3][C:2]=1[C:7]1[N:11]=[C:10]([C:12]2[CH:17]=[C:16]([O:18][CH2:28][CH3:29])[CH:15]=[C:14]([C:19]#[N:20])[CH:13]=2)[O:9][N:8]=1. The yield is 0.390. (4) The yield is 0.630. The reactants are [CH2:1]([O:8][C:9]1[CH:14]=[CH:13][C:12]([OH:15])=[CH:11][CH:10]=1)[C:2]1[CH:7]=[CH:6][CH:5]=[CH:4][CH:3]=1.[Br:16][CH:17](Br)[CH3:18].C([O-])([O-])=O.[K+].[K+]. The catalyst is CC#N.CC(C)=O. The product is [CH2:1]([O:8][C:9]1[CH:10]=[CH:11][C:12]([O:15][CH2:18][CH2:17][Br:16])=[CH:13][CH:14]=1)[C:2]1[CH:3]=[CH:4][CH:5]=[CH:6][CH:7]=1. (5) The reactants are C1(SC2C=CC=CC=2)C=CC=CC=1.[O:14]1[C:18]2([CH2:23][CH2:22][C:21](=[CH:24][C:25]([O:27][CH2:28][C:29]3[CH:34]=[CH:33][CH:32]=[CH:31][CH:30]=3)=[O:26])[CH2:20][CH2:19]2)[O:17][CH2:16][CH2:15]1.[H][H]. The catalyst is CO.[Pd].[C]. The yield is 0.820. The product is [O:14]1[C:18]2([CH2:23][CH2:22][CH:21]([CH2:24][C:25]([O:27][CH2:28][C:29]3[CH:30]=[CH:31][CH:32]=[CH:33][CH:34]=3)=[O:26])[CH2:20][CH2:19]2)[O:17][CH2:16][CH2:15]1. (6) The reactants are [NH2:1][C:2]1[CH:7]=[CH:6][CH:5]=[CH:4][C:3]=1[CH:8]1[N:13]2[N:14]=[C:15]([C:19]3[CH:24]=[CH:23][C:22]([OH:25])=[CH:21][CH:20]=3)[C:16]([C:17]#[N:18])=[C:12]2[NH:11][CH2:10][CH2:9]1.C([O-])([O-])=O.[K+].[K+].[C:32](Cl)([O:34][CH2:35][C:36]1[CH:41]=[CH:40][CH:39]=[CH:38][CH:37]=1)=[O:33]. The catalyst is C1COCC1. The product is [C:17]([C:16]1[C:15]([C:19]2[CH:20]=[CH:21][C:22]([OH:25])=[CH:23][CH:24]=2)=[N:14][N:13]2[CH:8]([C:3]3[CH:4]=[CH:5][CH:6]=[CH:7][C:2]=3[NH:1][C:32](=[O:33])[O:34][CH2:35][C:36]3[CH:41]=[CH:40][CH:39]=[CH:38][CH:37]=3)[CH2:9][CH2:10][NH:11][C:12]=12)#[N:18]. The yield is 0.620. (7) The reactants are [Cl:1][C:2]1[CH:7]=[CH:6][C:5]([N:8]2[C:21](=[O:22])[C:13]3([CH2:15][CH:14]3[C:16]([O:18][CH2:19][CH3:20])=[O:17])[C:12](=S)[NH:11][C:10]3[CH:24]=[CH:25][CH:26]=[CH:27][C:9]2=3)=[CH:4][CH:3]=1.[C:28]([NH:31][NH2:32])(=O)[CH3:29]. The catalyst is CCCCO. The product is [Cl:1][C:2]1[CH:7]=[CH:6][C:5]([N:8]2[C:21](=[O:22])[C:13]3([CH2:15][CH:14]3[C:16]([O:18][CH2:19][CH3:20])=[O:17])[C:12]3=[N:32][N:31]=[C:28]([CH3:29])[N:11]3[C:10]3[CH:24]=[CH:25][CH:26]=[CH:27][C:9]2=3)=[CH:4][CH:3]=1. The yield is 0.410. (8) The reactants are [CH3:1][C@H:2]1[CH2:6][CH2:5][CH2:4][N:3]1[C:7]([C:9]1[N:17]2[C:12]([CH2:13][O:14][CH2:15][CH2:16]2)=[C:11]([C:18]([OH:20])=O)[CH:10]=1)=[O:8].ON1C2C=CC=CC=2N=N1.Cl.C(N=C=NCCCN(C)C)C.Cl.[F:44][C:45]([F:57])([F:56])[C:46]1[N:51]=[CH:50][C:49]([C@H:52]([NH2:55])[CH2:53][CH3:54])=[CH:48][CH:47]=1.C(N(CC)CC)C. The catalyst is CN(C)C=O. The product is [F:56][C:45]([F:44])([F:57])[C:46]1[N:51]=[CH:50][C:49]([C@H:52]([NH:55][C:18]([C:11]2[CH:10]=[C:9]([C:7]([N:3]3[CH2:4][CH2:5][CH2:6][C@@H:2]3[CH3:1])=[O:8])[N:17]3[CH2:16][CH2:15][O:14][CH2:13][C:12]=23)=[O:20])[CH2:53][CH3:54])=[CH:48][CH:47]=1. The yield is 0.540. (9) The yield is 0.440. The reactants are [Cl:1][C:2]1[CH:3]=[CH:4][C:5]([N+:9]([O-:11])=[O:10])=[C:6]([NH2:8])[CH:7]=1.C1C(=O)N([Br:19])C(=O)C1. The product is [Br:19][C:3]1[C:2]([Cl:1])=[CH:7][C:6]([NH2:8])=[C:5]([N+:9]([O-:11])=[O:10])[CH:4]=1. The catalyst is CC(O)=O.